This data is from Forward reaction prediction with 1.9M reactions from USPTO patents (1976-2016). The task is: Predict the product of the given reaction. Given the reactants CC(O)=O.CCO.[Cl:8][C:9]1[C:14]([F:15])=[CH:13][CH:12]=[C:11]([Cl:16])[C:10]=1[CH:17]([O:19][C:20]1[C:21]([N+:26]([O-])=O)=[N:22][CH:23]=[CH:24][CH:25]=1)[CH3:18].C(=O)([O-])[O-].[Na+].[Na+], predict the reaction product. The product is: [Cl:8][C:9]1[C:14]([F:15])=[CH:13][CH:12]=[C:11]([Cl:16])[C:10]=1[CH:17]([O:19][C:20]1[C:21]([NH2:26])=[N:22][CH:23]=[CH:24][CH:25]=1)[CH3:18].